Dataset: Full USPTO retrosynthesis dataset with 1.9M reactions from patents (1976-2016). Task: Predict the reactants needed to synthesize the given product. (1) Given the product [CH2:1]([N:8]1[C:12]2[CH2:13][CH:14]([O:16][CH2:21][CH2:22][CH3:23])[CH2:15][C:11]=2[C:10]([C:17]#[N:18])=[N:9]1)[C:2]1[CH:3]=[CH:4][CH:5]=[CH:6][CH:7]=1, predict the reactants needed to synthesize it. The reactants are: [CH2:1]([N:8]1[C:12]2[CH2:13][CH:14]([OH:16])[CH2:15][C:11]=2[C:10]([C:17]#[N:18])=[N:9]1)[C:2]1[CH:7]=[CH:6][CH:5]=[CH:4][CH:3]=1.[H-].[Na+].[CH2:21](Br)[CH2:22][CH3:23]. (2) Given the product [CH2:1]([O:3][C:4]1[C:8]([CH2:9][CH2:10][CH2:11][O:12][C:28]2[CH:27]=[C:26]([C:30]([CH3:36])([CH3:35])[C:31]([OH:33])=[O:32])[CH:25]=[CH:24][CH:29]=2)=[CH:7][N:6]([C:13]2[CH:18]=[CH:17][C:16]([C:19]([F:21])([F:20])[F:22])=[CH:15][N:14]=2)[N:5]=1)[CH3:2], predict the reactants needed to synthesize it. The reactants are: [CH2:1]([O:3][C:4]1[C:8]([CH2:9][CH2:10][CH2:11][OH:12])=[CH:7][N:6]([C:13]2[CH:18]=[CH:17][C:16]([C:19]([F:22])([F:21])[F:20])=[CH:15][N:14]=2)[N:5]=1)[CH3:2].O[C:24]1[CH:25]=[C:26]([C:30]([CH3:36])([CH3:35])[C:31]([O:33]C)=[O:32])[CH:27]=[CH:28][CH:29]=1.C(P(CCCC)CCCC)CCC.N(C(N1CCCCC1)=O)=NC(N1CCCCC1)=O. (3) Given the product [Cl:26][C:7]1[CH:6]=[CH:5][C:4]2[N:3]=[C:2]([N:34]3[CH2:38][CH2:37][C@H:36]([NH:39][CH2:40][CH2:41][C:42]#[N:43])[CH2:35]3)[CH:11]=[CH:10][C:9]=2[C:8]=1[C:12]([NH:14][CH2:15][C:16]12[CH2:23][CH:22]3[CH2:21][CH:20]([CH2:19][CH:18]([CH2:24]3)[CH2:17]1)[CH2:25]2)=[O:13], predict the reactants needed to synthesize it. The reactants are: Cl[C:2]1[CH:11]=[CH:10][C:9]2[C:8]([C:12]([NH:14][CH2:15][C:16]34[CH2:25][CH:20]5[CH2:21][CH:22]([CH2:24][CH:18]([CH2:19]5)[CH2:17]3)[CH2:23]4)=[O:13])=[C:7]([Cl:26])[CH:6]=[CH:5][C:4]=2[N:3]=1.C(N(CC)CC)C.[NH:34]1[CH2:38][CH2:37][C@H:36]([NH:39][CH2:40][CH2:41][C:42]#[N:43])[CH2:35]1. (4) Given the product [CH3:19][C:17]1[C:16]2[C:12](=[CH:13][N:14]([CH2:20][O:21][CH2:22][CH2:23][Si:24]([CH3:25])([CH3:27])[CH3:26])[N:15]=2)[CH:11]=[C:10]([CH2:9][CH:8]([NH:7][C:6](=[O:33])[O:5][C:1]([CH3:4])([CH3:2])[CH3:3])[C:28]2[N:29]([C:35]3[CH:40]=[CH:39][CH:38]=[CH:37][C:36]=3[N+:41]([O-:43])=[O:42])[CH:30]=[CH:31][N:32]=2)[CH:18]=1, predict the reactants needed to synthesize it. The reactants are: [C:1]([O:5][C:6](=[O:33])[NH:7][CH:8]([C:28]1[NH:29][CH:30]=[CH:31][N:32]=1)[CH2:9][C:10]1[CH:18]=[C:17]([CH3:19])[C:16]2[C:12](=[CH:13][N:14]([CH2:20][O:21][CH2:22][CH2:23][Si:24]([CH3:27])([CH3:26])[CH3:25])[N:15]=2)[CH:11]=1)([CH3:4])([CH3:3])[CH3:2].F[C:35]1[CH:40]=[CH:39][CH:38]=[CH:37][C:36]=1[N+:41]([O-:43])=[O:42].C(=O)([O-])[O-].[K+].[K+]. (5) Given the product [F:7][C:3]([F:8])([C:2]([F:10])([F:9])[F:1])[C:4]([O-:6])=[O:5].[K+:16], predict the reactants needed to synthesize it. The reactants are: [F:1][C:2]([F:10])([F:9])[C:3]([F:8])([F:7])[C:4]([OH:6])=[O:5].CC([O-])(C)C.[K+:16]. (6) Given the product [OH:8][C:9]1[CH:14]=[CH:13][C:12]([S:15]([NH:18][CH2:19][C@H:20]([N:25]2[CH2:26][CH2:27][N:28]([S:31]([CH3:34])(=[O:33])=[O:32])[CH2:29][CH2:30]2)[C:21]([O:23][CH3:24])=[O:22])(=[O:16])=[O:17])=[CH:11][CH:10]=1, predict the reactants needed to synthesize it. The reactants are: C([O:8][C:9]1[CH:14]=[CH:13][C:12]([S:15]([NH:18][CH2:19][C@H:20]([N:25]2[CH2:30][CH2:29][N:28]([S:31]([CH3:34])(=[O:33])=[O:32])[CH2:27][CH2:26]2)[C:21]([O:23][CH3:24])=[O:22])(=[O:17])=[O:16])=[CH:11][CH:10]=1)C1C=CC=CC=1.